From a dataset of Peptide-MHC class II binding affinity with 134,281 pairs from IEDB. Regression. Given a peptide amino acid sequence and an MHC pseudo amino acid sequence, predict their binding affinity value. This is MHC class II binding data. (1) The peptide sequence is SPESPDQWSSSSPHSASDW. The MHC is H-2-IAb with pseudo-sequence H-2-IAb. The binding affinity (normalized) is 0.0503. (2) The peptide sequence is FDHDILPDKFYEEFC. The MHC is DRB4_0101 with pseudo-sequence DRB4_0103. The binding affinity (normalized) is 0.187. (3) The MHC is DRB1_1101 with pseudo-sequence DRB1_1101. The peptide sequence is PNYNLIIMDEAHFTD. The binding affinity (normalized) is 0.220. (4) The peptide sequence is ILFSYFQDLVITLPF. The MHC is DRB1_0401 with pseudo-sequence DRB1_0401. The binding affinity (normalized) is 0.808. (5) The peptide sequence is SHNVQGATVAVDCRP. The MHC is HLA-DQA10201-DQB10202 with pseudo-sequence HLA-DQA10201-DQB10202. The binding affinity (normalized) is 0.540. (6) The peptide sequence is SPKARSERPAIVPPA. The MHC is HLA-DQA10102-DQB10602 with pseudo-sequence HLA-DQA10102-DQB10602. The binding affinity (normalized) is 0.370. (7) The peptide sequence is SEAVLRGQALLVNSS. The MHC is DRB3_0101 with pseudo-sequence DRB3_0101. The binding affinity (normalized) is 0.234.